This data is from Reaction yield outcomes from USPTO patents with 853,638 reactions. The task is: Predict the reaction yield, written as a fraction of the theoretical maximum amount of product (1.0 means a 100% yield; for example, 0.34 means a 34% yield). (1) The reactants are [CH3:1][C:2]1[CH:8]=[CH:7][CH:6]=[C:5]([CH3:9])[C:3]=1N.[OH-].[Na+].[C:12](=[S:14])=S.O.[NH2:16][NH2:17].C[N:19](C=O)C. No catalyst specified. The product is [CH3:1][C:2]1[CH:8]=[CH:7][CH:6]=[C:5]([CH3:9])[C:3]=1[NH:16][NH:17][C:12]([NH2:19])=[S:14]. The yield is 0.510. (2) The yield is 0.520. The product is [CH:16]1([CH2:21][CH2:22][CH2:23][O:24][C:5]2[N:15]=[C:8]3[N:9]=[C:10]([CH3:14])[CH:11]=[C:12]([CH3:13])[N:7]3[N:6]=2)[CH2:20][CH2:19][CH2:18][CH2:17]1. No catalyst specified. The reactants are CS([C:5]1[N:15]=[C:8]2[N:9]=[C:10]([CH3:14])[CH:11]=[C:12]([CH3:13])[N:7]2[N:6]=1)(=O)=O.[CH:16]1([CH2:21][CH2:22][CH2:23][OH:24])[CH2:20][CH2:19][CH2:18][CH2:17]1. (3) The reactants are Br[C:2]1[CH:22]=[CH:21][C:5]([O:6][CH2:7][CH:8]2[CH2:13][CH2:12][N:11]([CH2:14][C:15]([CH2:19][CH3:20])([F:18])[CH2:16][CH3:17])[CH2:10][CH2:9]2)=[CH:4][CH:3]=1.[F:23][C:24]1[CH:29]=[C:28]([C:30]([O:32][CH3:33])=[O:31])[CH:27]=[CH:26][C:25]=1B(O)O.C([O-])([O-])=O.[Na+].[Na+]. The catalyst is COCCOC.O.C1C=CC(P(C2C=CC=CC=2)[C-]2C=CC=C2)=CC=1.C1C=CC(P(C2C=CC=CC=2)[C-]2C=CC=C2)=CC=1.Cl[Pd]Cl.[Fe+2]. The product is [CH2:16]([C:15]([F:18])([CH2:19][CH3:20])[CH2:14][N:11]1[CH2:12][CH2:13][CH:8]([CH2:7][O:6][C:5]2[CH:21]=[CH:22][C:2]([C:25]3[CH:26]=[CH:27][C:28]([C:30]([O:32][CH3:33])=[O:31])=[CH:29][C:24]=3[F:23])=[CH:3][CH:4]=2)[CH2:9][CH2:10]1)[CH3:17]. The yield is 0.530. (4) The reactants are [CH2:1]([O:8][C:9]1[CH:17]=[CH:16][C:12]([C:13](O)=[O:14])=[CH:11][C:10]=1[C:18]([NH:20][C:21]1[CH:26]=[C:25]([C:27]([F:30])([F:29])[F:28])[CH:24]=[C:23]([C:31]([F:34])([F:33])[F:32])[CH:22]=1)=[O:19])[C:2]1[CH:7]=[CH:6][CH:5]=[CH:4][CH:3]=1.[CH2:35]([CH:42]1[CH2:47][CH2:46][NH:45][CH2:44][CH2:43]1)[C:36]1[CH:41]=[CH:40][CH:39]=[CH:38][CH:37]=1. No catalyst specified. The product is [CH2:1]([O:8][C:9]1[CH:17]=[CH:16][C:12]([C:13]([N:45]2[CH2:46][CH2:47][CH:42]([CH2:35][C:36]3[CH:41]=[CH:40][CH:39]=[CH:38][CH:37]=3)[CH2:43][CH2:44]2)=[O:14])=[CH:11][C:10]=1[C:18]([NH:20][C:21]1[CH:22]=[C:23]([C:31]([F:34])([F:32])[F:33])[CH:24]=[C:25]([C:27]([F:28])([F:30])[F:29])[CH:26]=1)=[O:19])[C:2]1[CH:3]=[CH:4][CH:5]=[CH:6][CH:7]=1. The yield is 0.767. (5) The reactants are Cl.[CH2:2]([N:5]([CH2:20][CH2:21][CH3:22])[CH2:6][CH2:7][CH2:8][CH2:9][NH:10][CH2:11][C:12]1[CH:19]=[CH:18][C:15]([C:16]#[N:17])=[CH:14][CH:13]=1)[CH2:3][CH3:4].[OH-].[Na+]. The catalyst is O. The product is [CH2:20]([N:5]([CH2:2][CH2:3][CH3:4])[CH2:6][CH2:7][CH2:8][CH2:9][NH:10][CH2:11][C:12]1[CH:13]=[CH:14][C:15]([C:16]#[N:17])=[CH:18][CH:19]=1)[CH2:21][CH3:22]. The yield is 0.970. (6) The reactants are [Cl:1][C:2]1[C:3]([O:12][C:13]2[CH:18]=[C:17]([O:19][CH2:20][CH:21]3[CH2:25][CH2:24][CH2:23][O:22]3)[CH:16]=[CH:15][C:14]=2[CH2:26][CH2:27][CH2:28][OH:29])=[N:4][CH:5]=[C:6]([C:8]([F:11])([F:10])[F:9])[CH:7]=1.Cl[S:31]([N:34]=[C:35]=[O:36])(=[O:33])=[O:32].N1C=CC=CC=1.[CH:43]([O:46][CH2:47][CH2:48][NH2:49])([CH3:45])[CH3:44]. The catalyst is C1(C)C=CC=CC=1.O. The product is [CH:43]([O:46][CH2:47][CH2:48][NH:49][S:31]([NH:34][C:35](=[O:36])[O:29][CH2:28][CH2:27][CH2:26][C:14]1[CH:15]=[CH:16][C:17]([O:19][CH2:20][CH:21]2[CH2:25][CH2:24][CH2:23][O:22]2)=[CH:18][C:13]=1[O:12][C:3]1[C:2]([Cl:1])=[CH:7][C:6]([C:8]([F:11])([F:10])[F:9])=[CH:5][N:4]=1)(=[O:33])=[O:32])([CH3:45])[CH3:44]. The yield is 0.450. (7) The reactants are [C:1]([O:5][C:6](=[O:38])[NH:7][C:8]1([C:12]2[CH:17]=[CH:16][C:15]([C:18]3[C:19](=[O:37])[C:20]4[C:21]([O:29][C:30]=3[C:31]3[CH:36]=[CH:35][CH:34]=[CH:33][CH:32]=3)=[C:22]3[C:26](=[CH:27][CH:28]=4)[NH:25][N:24]=[CH:23]3)=[CH:14][CH:13]=2)[CH2:11][CH2:10][CH2:9]1)([CH3:4])([CH3:3])[CH3:2].[H-].[Na+].[CH3:41]I. The catalyst is CN(C=O)C. The product is [C:1]([O:5][C:6](=[O:38])[NH:7][C:8]1([C:12]2[CH:13]=[CH:14][C:15]([C:18]3[C:19](=[O:37])[C:20]4[CH:28]=[CH:27][C:26]5[C:22](=[CH:23][N:24]([CH3:41])[N:25]=5)[C:21]=4[O:29][C:30]=3[C:31]3[CH:32]=[CH:33][CH:34]=[CH:35][CH:36]=3)=[CH:16][CH:17]=2)[CH2:11][CH2:10][CH2:9]1)([CH3:4])([CH3:2])[CH3:3]. The yield is 0.320.